This data is from Peptide-MHC class I binding affinity with 185,985 pairs from IEDB/IMGT. The task is: Regression. Given a peptide amino acid sequence and an MHC pseudo amino acid sequence, predict their binding affinity value. This is MHC class I binding data. (1) The peptide sequence is FPRDPVSTF. The MHC is HLA-A02:03 with pseudo-sequence HLA-A02:03. The binding affinity (normalized) is 0.0847. (2) The peptide sequence is MLRLWWIPY. The MHC is HLA-A03:01 with pseudo-sequence HLA-A03:01. The binding affinity (normalized) is 0.148.